This data is from TCR-epitope binding with 47,182 pairs between 192 epitopes and 23,139 TCRs. The task is: Binary Classification. Given a T-cell receptor sequence (or CDR3 region) and an epitope sequence, predict whether binding occurs between them. (1) The epitope is FVRATATIPI. The TCR CDR3 sequence is CASSFRLSYEQYF. Result: 1 (the TCR binds to the epitope). (2) The epitope is FLNGSCGSV. The TCR CDR3 sequence is CATSERQGLGGYTF. Result: 1 (the TCR binds to the epitope). (3) The epitope is FSKQLQQSM. The TCR CDR3 sequence is CASSPTGTSNEQFF. Result: 0 (the TCR does not bind to the epitope).